This data is from Reaction yield outcomes from USPTO patents with 853,638 reactions. The task is: Predict the reaction yield, written as a fraction of the theoretical maximum amount of product (1.0 means a 100% yield; for example, 0.34 means a 34% yield). (1) The reactants are [CH2:1]([O:5][CH:6]1[C:15]2[C:10](=[CH:11][CH:12]=[CH:13][CH:14]=2)[C:9](=[O:16])[N:8]([CH2:17][CH:18]([CH3:20])[CH3:19])[C:7]1(/C=C/C(N)=O)[CH2:21][NH:22]C(OC(C)(C)C)=O)[CH2:2][CH2:3][CH3:4].[ClH:35]. The catalyst is C(OCC)(=O)C. The product is [ClH:35].[NH2:22][CH2:21][C:7]1[N:8]([CH2:17][CH:18]([CH3:20])[CH3:19])[C:9](=[O:16])[C:10]2[C:15]([C:6]=1[O:5][CH2:1][CH2:2][CH2:3][CH3:4])=[CH:14][C:13](/[CH:11]=[CH:10]/[C:9]([NH2:8])=[O:16])=[CH:12][CH:11]=2. The yield is 0.917. (2) The reactants are [C:1]1([CH:7]([C:31]2[CH:36]=[CH:35][CH:34]=[CH:33][CH:32]=2)[N:8]2[C:16]3[C:11](=[CH:12][CH:13]=[CH:14][CH:15]=3)[C:10]([OH:29])([C:17]3[C:22]([O:23]COC)=[CH:21][N:20]=[C:19]([O:27][CH3:28])[CH:18]=3)[C:9]2=[O:30])[CH:6]=[CH:5][CH:4]=[CH:3][CH:2]=1.FC(F)(F)C(O)=O. The catalyst is ClCCl. The product is [C:31]1([CH:7]([C:1]2[CH:2]=[CH:3][CH:4]=[CH:5][CH:6]=2)[N:8]2[C:16]3[C:11](=[CH:12][CH:13]=[CH:14][CH:15]=3)[C:10]([OH:29])([C:17]3[C:22]([OH:23])=[CH:21][N:20]=[C:19]([O:27][CH3:28])[CH:18]=3)[C:9]2=[O:30])[CH:32]=[CH:33][CH:34]=[CH:35][CH:36]=1. The yield is 0.970. (3) The reactants are [Br:1][C:2]1[C:3]([NH:24][S:25]([CH3:28])(=[O:27])=[O:26])=[CH:4][C:5]2[O:9][C:8]([C:10]3[CH:15]=[CH:14][C:13]([F:16])=[CH:12][C:11]=3[F:17])=[C:7]([C:18]([O:20]CC)=[O:19])[C:6]=2[CH:23]=1.[Li+].[OH-].Cl. The catalyst is O1CCOCC1.O. The product is [Br:1][C:2]1[C:3]([NH:24][S:25]([CH3:28])(=[O:26])=[O:27])=[CH:4][C:5]2[O:9][C:8]([C:10]3[CH:15]=[CH:14][C:13]([F:16])=[CH:12][C:11]=3[F:17])=[C:7]([C:18]([OH:20])=[O:19])[C:6]=2[CH:23]=1. The yield is 0.650. (4) The reactants are Cl.[NH2:2][CH2:3][C:4]1[CH:13]=[CH:12][C:7]([C:8]([O:10][CH3:11])=[O:9])=[CH:6][CH:5]=1.C(N(CC)CC)C.O.ON1C2C=CC=CC=2N=N1.[NH2:32][C:33]1[CH:41]=[CH:40][C:39]([I:42])=[CH:38][C:34]=1[C:35](O)=[O:36].Cl.CN(C)CCCN=C=NCC. The catalyst is CN(C)C=O. The product is [NH2:32][C:33]1[CH:41]=[CH:40][C:39]([I:42])=[CH:38][C:34]=1[C:35]([NH:2][CH2:3][C:4]1[CH:5]=[CH:6][C:7]([C:8]([O:10][CH3:11])=[O:9])=[CH:12][CH:13]=1)=[O:36]. The yield is 0.700. (5) The reactants are [H-].[Na+].[CH2:3]([N:10]1[CH2:15][CH2:14][N:13]([CH2:16][C:17]2[CH:22]=[CH:21][CH:20]=[CH:19][CH:18]=2)[CH2:12][CH:11]1[CH2:23][OH:24])[C:4]1[CH:9]=[CH:8][CH:7]=[CH:6][CH:5]=1.[CH3:25]I. The catalyst is CN(C=O)C.CCOCC. The product is [CH2:3]([N:10]1[CH2:15][CH2:14][N:13]([CH2:16][C:17]2[CH:22]=[CH:21][CH:20]=[CH:19][CH:18]=2)[CH2:12][CH:11]1[CH2:23][O:24][CH3:25])[C:4]1[CH:5]=[CH:6][CH:7]=[CH:8][CH:9]=1. The yield is 1.07. (6) The reactants are [CH:1]([C:4]1[C:5]2[CH:6]=[C:7]([CH3:28])[C:8]([NH:16][C:17]3[CH:27]=[CH:26][C:20]([C:21]([O:23][CH2:24][CH3:25])=[O:22])=[CH:19][CH:18]=3)=[CH:9][C:10]=2[C:11]([CH3:15])([CH3:14])[CH2:12][CH:13]=1)([CH3:3])[CH3:2].[CH2:29]=O. No catalyst specified. The product is [CH3:29][N:16]([C:8]1[C:7]([CH3:28])=[CH:6][C:5]2[C:4]([CH:1]([CH3:3])[CH3:2])=[CH:13][CH2:12][C:11]([CH3:14])([CH3:15])[C:10]=2[CH:9]=1)[C:17]1[CH:18]=[CH:19][C:20]([C:21]([O:23][CH2:24][CH3:25])=[O:22])=[CH:26][CH:27]=1. The yield is 1.00.